From a dataset of Reaction yield outcomes from USPTO patents with 853,638 reactions. Predict the reaction yield, written as a fraction of the theoretical maximum amount of product (1.0 means a 100% yield; for example, 0.34 means a 34% yield). (1) The reactants are [OH:1]/[N:2]=[C:3](/[C@@H:5]1[C@:21]2([CH3:22])[C@H:8]([C@H:9]3[C@H:18]([CH2:19][CH2:20]2)[C@:17]2([CH3:23])[C:12](=[CH:13][C:14](=[O:24])[CH2:15][CH2:16]2)[CH2:11][CH2:10]3)[CH2:7][CH2:6]1)\[CH3:4].C([CH:32]([NH2:42])[C:33]1[CH:41]=[CH:40][C:36]([C:37]([OH:39])=O)=[CH:35][CH:34]=1)(OC(C)(C)C)=O.C(N(CC)[CH:47]([CH3:49])[CH3:48])(C)C.[CH3:52]CN=C=NCCCN(C)C.[C:63]([O-:66])(O)=[O:64].[Na+]. The catalyst is CN(C1C=CN=CC=1)C.ClCCl. The product is [CH3:23][C@:17]12[CH2:16][CH2:15][C:14](=[O:24])[CH:13]=[C:12]1[CH2:11][CH2:10][C@@H:9]1[C@@H:18]2[CH2:19][CH2:20][C@@:21]2([CH3:22])[C@H:8]1[CH2:7][CH2:6][C@@H:5]2/[C:3](=[N:2]/[O:1][C:37]([C:36]1[CH:35]=[CH:34][C:33]([CH2:32][NH:42][C:63](=[O:64])[O:66][C:47]([CH3:49])([CH3:52])[CH3:48])=[CH:41][CH:40]=1)=[O:39])/[CH3:4]. The yield is 0.930. (2) The reactants are [N:1]1[C:10]2[C:5](=[CH:6][CH:7]=[CH:8][CH:9]=2)[CH:4]=[CH:3][C:2]=1[N:11]1[CH2:16][CH2:15][CH:14]([O:17][C:18]2[C:23]([N:24]3[CH2:29][CH2:28][CH:27]([C:30]#N)[CH2:26][CH2:25]3)=[CH:22][CH:21]=[CH:20][N:19]=2)[CH2:13][CH2:12]1.CC(C[AlH]CC(C)C)C.C1C[O:44]CC1. No catalyst specified. The product is [N:1]1[C:10]2[C:5](=[CH:6][CH:7]=[CH:8][CH:9]=2)[CH:4]=[CH:3][C:2]=1[N:11]1[CH2:16][CH2:15][CH:14]([O:17][C:18]2[C:23]([N:24]3[CH2:29][CH2:28][CH:27]([CH:30]=[O:44])[CH2:26][CH2:25]3)=[CH:22][CH:21]=[CH:20][N:19]=2)[CH2:13][CH2:12]1. The yield is 0.800. (3) The product is [C:13]1([NH:12][C:4](=[O:5])[CH:3]=[C:2]([CH3:7])[CH3:1])[CH:18]=[CH:17][CH:16]=[CH:15][CH:14]=1. No catalyst specified. The yield is 0.800. The reactants are [CH3:1][C:2]([CH3:7])=[CH:3][C:4](O)=[O:5].O=S(Cl)Cl.[NH2:12][C:13]1[CH:18]=[CH:17][CH:16]=[CH:15][CH:14]=1.CCN(CC)CC. (4) The reactants are [CH3:1][C:2]1[S:3][C:4]2[CH:10]=[C:9]([S:11](Cl)(=[O:13])=[O:12])[CH:8]=[CH:7][C:5]=2[N:6]=1.[NH:15]1[CH2:20][CH2:19][CH2:18][CH2:17][CH2:16]1.CCCCCC. The catalyst is C(Cl)(Cl)Cl.C(OCC)(=O)C. The product is [CH3:1][C:2]1[S:3][C:4]2[CH:10]=[C:9]([S:11]([N:15]3[CH2:20][CH2:19][CH2:18][CH2:17][CH2:16]3)(=[O:13])=[O:12])[CH:8]=[CH:7][C:5]=2[N:6]=1. The yield is 0.740. (5) The reactants are [CH:1]([N:4]([S:17]([C:20]1[S:21][CH:22]=[CH:23][CH:24]=1)(=[O:19])=[O:18])[C:5]1[CH:6]=[CH:7][CH:8]=[C:9]2[C:13]=1[NH:12][C:11]([C:14]([NH2:16])=O)=[CH:10]2)([CH3:3])[CH3:2].COC1C=CC(P2(SP(C3C=CC(OC)=CC=3)(=S)S2)=[S:34])=CC=1. The catalyst is O1CCCC1. The product is [CH:1]([N:4]([S:17]([C:20]1[S:21][CH:22]=[CH:23][CH:24]=1)(=[O:19])=[O:18])[C:5]1[CH:6]=[CH:7][CH:8]=[C:9]2[C:13]=1[NH:12][C:11]([C:14](=[S:34])[NH2:16])=[CH:10]2)([CH3:3])[CH3:2]. The yield is 0.440. (6) The reactants are [CH3:1][C:2]1[S:3][C:4]2[CH:10]=[CH:9][CH:8]=[CH:7][C:5]=2[N:6]=1.[CH2:11]1[CH2:18][O:17][S:14](=[O:16])(=[O:15])[CH2:13][CH2:12]1. No catalyst specified. The product is [S:14]([CH2:13][CH2:12][CH2:11][CH2:18][C:7]1[C:5]2[N:6]=[C:2]([CH3:1])[S:3][C:4]=2[CH:10]=[CH:9][CH:8]=1)([OH:17])(=[O:16])=[O:15]. The yield is 0.960.